Dataset: Full USPTO retrosynthesis dataset with 1.9M reactions from patents (1976-2016). Task: Predict the reactants needed to synthesize the given product. (1) Given the product [Cl:11][C:7]1[CH:6]=[C:5]2[C:4](=[C:9]([I:10])[CH:8]=1)[C:3](=[O:14])[N:23]([CH2:22][C:21]1[CH:24]=[CH:25][C:18]([O:17][C:16]([F:15])([F:26])[F:27])=[CH:19][CH:20]=1)[CH2:12]2, predict the reactants needed to synthesize it. The reactants are: CO[C:3](=[O:14])[C:4]1[C:9]([I:10])=[CH:8][C:7]([Cl:11])=[CH:6][C:5]=1[CH2:12]Br.[F:15][C:16]([F:27])([F:26])[O:17][C:18]1[CH:25]=[CH:24][C:21]([CH2:22][NH2:23])=[CH:20][CH:19]=1.C([O-])([O-])=O.[K+].[K+].C(OCC)(=O)C. (2) Given the product [NH2:27][C@@:15]([C:3]1[CH:4]=[C:5]([C:9]2[CH:14]=[N:13][CH:12]=[N:11][CH:10]=2)[C:6]([F:8])=[CH:7][C:2]=1[F:1])([CH3:16])[CH2:17][C@H:18]([C:20]1[O:24][C:23]([CH3:25])=[N:22][C:21]=1[CH3:26])[OH:19], predict the reactants needed to synthesize it. The reactants are: [F:1][C:2]1[CH:7]=[C:6]([F:8])[C:5]([C:9]2[CH:10]=[N:11][CH:12]=[N:13][CH:14]=2)=[CH:4][C:3]=1[C@@:15]([NH:27][S@@](C(C)(C)C)=O)([CH2:17][C@H:18]([C:20]1[O:24][C:23]([CH3:25])=[N:22][C:21]=1[CH3:26])[OH:19])[CH3:16].Cl.O1CCOCC1. (3) The reactants are: [Li+].[BH4-].[I:3][C:4]1[CH:18]=[C:17]([O:19][CH3:20])[C:16]([O:21][CH3:22])=[CH:15][C:5]=1[C:6]([NH:8][CH2:9][C:10](OCC)=[O:11])=[O:7].CO. Given the product [OH:11][CH2:10][CH2:9][NH:8][C:6](=[O:7])[C:5]1[CH:15]=[C:16]([O:21][CH3:22])[C:17]([O:19][CH3:20])=[CH:18][C:4]=1[I:3], predict the reactants needed to synthesize it. (4) Given the product [CH3:1][C:2]1[C:3]([C:18]([OH:20])=[O:19])=[CH:4][S:5][C:6]=1[CH:7]1[CH2:11][CH2:10][CH2:9][N:8]1[CH:12]1[CH2:17][CH2:16][O:15][CH2:14][CH2:13]1, predict the reactants needed to synthesize it. The reactants are: [CH3:1][C:2]1[C:3]([C:18]([O:20]C)=[O:19])=[CH:4][S:5][C:6]=1[CH:7]1[CH2:11][CH2:10][CH2:9][N:8]1[CH:12]1[CH2:17][CH2:16][O:15][CH2:14][CH2:13]1.[OH-].[Na+]. (5) Given the product [F:23][C:24]1[CH:30]=[CH:29][C:27]([NH:28][C:2]2[CH:7]=[CH:6][N:5]3[N:8]=[CH:9][C:10]([C:11]4[CH:16]=[C:15]([O:17][CH3:18])[C:14]([O:19][CH3:20])=[C:13]([O:21][CH3:22])[CH:12]=4)=[C:4]3[N:3]=2)=[CH:26][CH:25]=1, predict the reactants needed to synthesize it. The reactants are: Cl[C:2]1[CH:7]=[CH:6][N:5]2[N:8]=[CH:9][C:10]([C:11]3[CH:16]=[C:15]([O:17][CH3:18])[C:14]([O:19][CH3:20])=[C:13]([O:21][CH3:22])[CH:12]=3)=[C:4]2[N:3]=1.[F:23][C:24]1[CH:30]=[CH:29][C:27]([NH2:28])=[CH:26][CH:25]=1.C(=O)([O-])[O-].[K+].[K+]. (6) Given the product [CH2:19]([O:21][Si:22]([O:26][CH2:27][CH3:28])([O:23][CH2:24][CH3:25])[C:12]1[CH:17]=[CH:16][C:15]([I:18])=[CH:14][CH:13]=1)[CH3:20], predict the reactants needed to synthesize it. The reactants are: C([Mg]Cl)(C)C.C1COCC1.I[C:12]1[CH:17]=[CH:16][C:15]([I:18])=[CH:14][CH:13]=1.[CH2:19]([O:21][Si:22](OCC)([O:26][CH2:27][CH3:28])[O:23][CH2:24][CH3:25])[CH3:20]. (7) Given the product [CH3:29][C:26]([CH3:27])([CH3:28])[C:25]#[C:24][C:22]1[S:21][C:20]([C:30]([OH:32])=[O:31])=[C:19]([N:9]([CH:6]2[CH2:5][CH2:4][CH:3]([NH:2][CH:38]3[CH2:39][CH2:40][P:35]([O:34][CH3:33])(=[O:42])[CH2:36][CH2:37]3)[CH2:8][CH2:7]2)[C:10]([C@H:12]2[CH2:13][CH2:14][C@H:15]([CH3:18])[CH2:16][CH2:17]2)=[O:11])[CH:23]=1, predict the reactants needed to synthesize it. The reactants are: Cl.[NH2:2][CH:3]1[CH2:8][CH2:7][CH:6]([N:9]([C:19]2[CH:23]=[C:22]([C:24]#[C:25][C:26]([CH3:29])([CH3:28])[CH3:27])[S:21][C:20]=2[C:30]([OH:32])=[O:31])[C:10]([CH:12]2[CH2:17][CH2:16][CH:15]([CH3:18])[CH2:14][CH2:13]2)=[O:11])[CH2:5][CH2:4]1.[CH3:33][O:34][P:35]1(=[O:42])[CH2:40][CH2:39][C:38](=O)[CH2:37][CH2:36]1.C(O[BH-](OC(=O)C)OC(=O)C)(=O)C.[Na+]. (8) The reactants are: [N+:1]([C:4]1[CH:9]=[CH:8][C:7]([C:10]2[S:14][C:13]([CH:15]3[CH2:20][CH2:19][CH:18]([CH2:21][C:22]([OH:24])=O)[CH2:17][CH2:16]3)=[N:12][CH:11]=2)=[CH:6][CH:5]=1)([O-:3])=[O:2].C(Cl)(=O)C(Cl)=O.[OH:31][NH:32][C:33](=[NH:35])[CH3:34]. Given the product [OH:31]/[N:32]=[C:33](/[NH:35][C:22](=[O:24])[CH2:21][CH:18]1[CH2:17][CH2:16][CH:15]([C:13]2[S:14][C:10]([C:7]3[CH:8]=[CH:9][C:4]([N+:1]([O-:3])=[O:2])=[CH:5][CH:6]=3)=[CH:11][N:12]=2)[CH2:20][CH2:19]1)\[CH3:34], predict the reactants needed to synthesize it. (9) Given the product [CH3:22][O:21][C:9]1[CH:8]=[C:7]([N:6]2[C:4](=[O:5])[C:3]3[C:2](=[CH:26][CH:25]=[C:24]([O:27][C:28]4[CH:33]=[CH:32][CH:31]=[CH:30][CH:29]=4)[CH:23]=3)[NH:1][C:34]2=[O:35])[CH:12]=[CH:11][C:10]=1[O:13][CH2:14][CH2:15][N:16]1[CH2:17][CH2:18][CH2:19][CH2:20]1, predict the reactants needed to synthesize it. The reactants are: [NH2:1][C:2]1[CH:26]=[CH:25][C:24]([O:27][C:28]2[CH:33]=[CH:32][CH:31]=[CH:30][CH:29]=2)=[CH:23][C:3]=1[C:4]([NH:6][C:7]1[CH:12]=[CH:11][C:10]([O:13][CH2:14][CH2:15][N:16]2[CH2:20][CH2:19][CH2:18][CH2:17]2)=[C:9]([O:21][CH3:22])[CH:8]=1)=[O:5].[C:34](C1NC=CN=1)(C1NC=CN=1)=[O:35]. (10) Given the product [Cl:1][C:2]1[CH:3]=[CH:4][C:5]([S:9][CH3:10])=[C:6]([NH:8][S:19]([C:13]2[CH:14]=[CH:15][C:16]([F:18])=[CH:17][C:12]=2[F:11])(=[O:21])=[O:20])[CH:7]=1, predict the reactants needed to synthesize it. The reactants are: [Cl:1][C:2]1[CH:3]=[CH:4][C:5]([S:9][CH3:10])=[C:6]([NH2:8])[CH:7]=1.[F:11][C:12]1[CH:17]=[C:16]([F:18])[CH:15]=[CH:14][C:13]=1[S:19](Cl)(=[O:21])=[O:20].